From a dataset of Full USPTO retrosynthesis dataset with 1.9M reactions from patents (1976-2016). Predict the reactants needed to synthesize the given product. (1) Given the product [CH3:17][O:16][C:10]1[CH:9]=[C:8]([C:6]2[CH:7]=[CH:2][N:3]=[C:4]([NH2:18])[N:5]=2)[CH:13]=[CH:12][C:11]=1[O:14][CH3:15], predict the reactants needed to synthesize it. The reactants are: Cl[C:2]1[CH:7]=[C:6]([C:8]2[CH:13]=[CH:12][C:11]([O:14][CH3:15])=[C:10]([O:16][CH3:17])[CH:9]=2)[N:5]=[C:4]([NH2:18])[N:3]=1.C(N(CC)CC)C. (2) Given the product [Cl:6][C:7]1[C:8]([S:2]([Cl:1])(=[O:5])=[O:3])=[CH:9][C:10]2[C:11](=[O:20])[C:12]3[N:13]([CH2:16][CH2:17][CH2:18][N:19]=3)[C:14]=2[CH:15]=1, predict the reactants needed to synthesize it. The reactants are: [Cl:1][S:2]([OH:5])(=O)=[O:3].[Cl:6][C:7]1[CH:8]=[CH:9][C:10]2[C:11](=[O:20])[C:12]3[N:13]([CH2:16][CH2:17][CH2:18][N:19]=3)[C:14]=2[CH:15]=1.